Dataset: NCI-60 drug combinations with 297,098 pairs across 59 cell lines. Task: Regression. Given two drug SMILES strings and cell line genomic features, predict the synergy score measuring deviation from expected non-interaction effect. Drug 1: C1CN1P(=S)(N2CC2)N3CC3. Drug 2: C#CCC(CC1=CN=C2C(=N1)C(=NC(=N2)N)N)C3=CC=C(C=C3)C(=O)NC(CCC(=O)O)C(=O)O. Cell line: T-47D. Synergy scores: CSS=-3.31, Synergy_ZIP=4.04, Synergy_Bliss=4.71, Synergy_Loewe=-0.764, Synergy_HSA=-1.12.